The task is: Predict the product of the given reaction.. This data is from Forward reaction prediction with 1.9M reactions from USPTO patents (1976-2016). (1) The product is: [Br:1][C:2]1[CH:3]=[CH:4][C:51]([C:49]([N:45]2[CH2:44][CH2:43][N:37]([CH3:42])[CH2:48][CH2:46]2)=[O:19])=[C:9]([CH3:8])[CH:10]=1. Given the reactants [Br:1][C:2]1[C:3](C)=[C:4]([CH:8]=[CH:9][CH:10]=1)C(O)=O.CN(C([O:19]N1N=NC2C=CC=CC1=2)=[N+](C)C)C.F[P-](F)(F)(F)(F)F.C[N:37]1[CH2:42]CNCC1.[CH3:43][CH2:44][N:45]([CH:49]([CH3:51])C)[CH:46]([CH3:48])C, predict the reaction product. (2) Given the reactants [Cl:1][C:2]1[CH:11]=[C:10]([Cl:12])[CH:9]=[C:8]2[C:3]=1[C:4](=[O:24])[C:5]([CH3:23])([C:14]1[CH:19]=[CH:18][C:17]([N+:20]([O-])=O)=[CH:16][CH:15]=1)[C:6](=[O:13])[NH:7]2, predict the reaction product. The product is: [NH2:20][C:17]1[CH:16]=[CH:15][C:14]([C:5]2([CH3:23])[C:4](=[O:24])[C:3]3[C:8](=[CH:9][C:10]([Cl:12])=[CH:11][C:2]=3[Cl:1])[NH:7][C:6]2=[O:13])=[CH:19][CH:18]=1.